Dataset: Peptide-MHC class II binding affinity with 134,281 pairs from IEDB. Task: Regression. Given a peptide amino acid sequence and an MHC pseudo amino acid sequence, predict their binding affinity value. This is MHC class II binding data. The peptide sequence is TSKLDAAYKLAYKTA. The MHC is DRB1_1602 with pseudo-sequence DRB1_1602. The binding affinity (normalized) is 0.313.